Dataset: Forward reaction prediction with 1.9M reactions from USPTO patents (1976-2016). Task: Predict the product of the given reaction. (1) Given the reactants Br[C:2]1[C:3]2[CH:4]3[CH2:22][CH2:21][N:20](C(OC(C)(C)C)=O)[CH2:19][CH2:18][CH:5]3[N:6](C(OC(C)(C)C)=O)[C:7]=2[CH:8]=[CH:9][CH:10]=1.P([O-])([O-])([O-])=O.[K+].[K+].[K+].[S:38]1[CH:42]=[CH:41][C:40](B(O)O)=[CH:39]1.N#N, predict the reaction product. The product is: [S:38]1[CH:42]=[CH:41][C:40]([C:2]2[C:3]3[C@@H:4]4[CH2:22][CH2:21][NH:20][CH2:19][CH2:18][C@@H:5]4[NH:6][C:7]=3[CH:8]=[CH:9][CH:10]=2)=[CH:39]1. (2) Given the reactants F[C:2]1[CH:3]=[C:4]([CH:7]=[CH:8][C:9]=1[N+:10]([O-:12])=[O:11])[C:5]#[N:6].[C:13]1([C@H:19]([NH2:21])[CH3:20])[CH:18]=[CH:17][CH:16]=[CH:15][CH:14]=1.C([O-])([O-])=O.[K+].[K+].CCOC(C)=O, predict the reaction product. The product is: [N+:10]([C:9]1[CH:8]=[CH:7][C:4]([C:5]#[N:6])=[CH:3][C:2]=1[NH:21][C@@H:19]([C:13]1[CH:18]=[CH:17][CH:16]=[CH:15][CH:14]=1)[CH3:20])([O-:12])=[O:11]. (3) Given the reactants P(C(C)(C)C)(C(C)(C)C)C(C)(C)C.Br[C:15]1[CH:38]=[CH:37][C:18]2[N:19]([CH:24]3[CH2:29][CH2:28][N:27]([C:30]([O:32][C:33]([CH3:36])([CH3:35])[CH3:34])=[O:31])[CH2:26][CH2:25]3)[CH2:20][CH2:21][CH2:22][CH2:23][C:17]=2[CH:16]=1.[Li+].C[Si]([N-:44][Si](C)(C)C)(C)C, predict the reaction product. The product is: [C:33]([O:32][C:30]([N:27]1[CH2:26][CH2:25][CH:24]([N:19]2[CH2:20][CH2:21][CH2:22][CH2:23][C:17]3[CH:16]=[C:15]([NH2:44])[CH:38]=[CH:37][C:18]2=3)[CH2:29][CH2:28]1)=[O:31])([CH3:34])([CH3:35])[CH3:36]. (4) Given the reactants [NH2:1][C:2]1[C:3]([CH:19]2[CH2:22][CH2:21][CH2:20]2)=[C:4]([C:15]([O:17][CH3:18])=[O:16])[C:5]([CH:12]([F:14])[F:13])=[N:6][C:7]=1[C:8]([F:11])([F:10])[F:9].CO[CH:25]1[CH2:29][CH2:28][CH:27](OC)O1, predict the reaction product. The product is: [F:13][CH:12]([F:14])[C:5]1[C:4]([C:15]([O:17][CH3:18])=[O:16])=[C:3]([CH:19]2[CH2:22][CH2:21][CH2:20]2)[C:2]([N:1]2[CH:25]=[CH:29][CH:28]=[CH:27]2)=[C:7]([C:8]([F:10])([F:11])[F:9])[N:6]=1. (5) Given the reactants [CH2:1]([O:5][C:6]1[CH:13]=[CH:12][C:11]([O:14][C:15]([F:18])([F:17])[F:16])=[CH:10][C:7]=1[CH:8]=[O:9])[CH:2]([CH3:4])[CH3:3].[BH4-].[Na+], predict the reaction product. The product is: [CH2:1]([O:5][C:6]1[CH:13]=[CH:12][C:11]([O:14][C:15]([F:18])([F:17])[F:16])=[CH:10][C:7]=1[CH2:8][OH:9])[CH:2]([CH3:4])[CH3:3]. (6) The product is: [Br:1][C:2]1[CH:7]=[CH:6][C:5]2[N:8]=[C:13]([CH2:12][Cl:11])[NH:9][C:4]=2[CH:3]=1. Given the reactants [Br:1][C:2]1[CH:3]=[C:4]([NH2:9])[C:5]([NH2:8])=[CH:6][CH:7]=1.Cl.[Cl:11][CH2:12][C:13](=N)OCC, predict the reaction product. (7) The product is: [CH:4]1[C:5]2[NH:6][C:7]3[C:12](=[CH:11][CH:10]=[CH:9][CH:8]=3)[C:13]=2[CH:14]=[C:2]([C:15]#[N:16])[CH:3]=1. Given the reactants Br[C:2]1[CH:3]=[CH:4][C:5]2[NH:6][C:7]3[C:12]([C:13]=2[CH:14]=1)=[CH:11][CH:10]=[CH:9][CH:8]=3.[C:15]([Cu])#[N:16].O, predict the reaction product. (8) Given the reactants [C:1]([C:5]1[N:6]=[C:7]([NH:10][C:11]([C:13]2[CH:28]=[CH:27][N:16]3[C:17](=[O:26])[C:18]([C:21]4[N:22]=[N:23][NH:24][N:25]=4)=[CH:19][N:20]=[C:15]3[CH:14]=2)=[O:12])[S:8][CH:9]=1)(C)([CH3:3])[CH3:2].[N:29]1[CH:34]=CC(C2N=C(N)SC=2)=C[CH:30]=1, predict the reaction product. The product is: [N:29]1[CH:34]=[CH:2][C:1]([C:5]2[N:6]=[C:7]([NH:10][C:11]([C:13]3[CH:28]=[CH:27][N:16]4[C:17](=[O:26])[C:18]([C:21]5[N:25]=[N:24][NH:23][N:22]=5)=[CH:19][N:20]=[C:15]4[CH:14]=3)=[O:12])[S:8][CH:9]=2)=[CH:3][CH:30]=1.